This data is from Full USPTO retrosynthesis dataset with 1.9M reactions from patents (1976-2016). The task is: Predict the reactants needed to synthesize the given product. Given the product [OH:58][CH2:57][CH2:56][CH2:55][N:54]([CH3:53])[C:5](=[O:4])[O:28][CH:27]([CH2:29][CH2:30][CH2:31][CH2:32][CH2:33][CH2:34][CH2:35][CH2:36]/[CH:37]=[CH:38]\[CH2:39]/[CH:40]=[CH:41]\[CH2:42][CH2:43][CH2:44][CH2:45][CH3:46])[CH2:9][CH2:10][CH2:11][CH2:12][CH2:13][CH2:14][CH2:15][CH2:16]/[CH:17]=[CH:18]\[CH2:19]/[CH:20]=[CH:21]\[CH2:22][CH2:23][CH2:24][CH2:25][CH3:26], predict the reactants needed to synthesize it. The reactants are: ClC([O:4][C:5](Cl)(Cl)Cl)=O.[CH2:9]([CH:27]([CH2:29][CH2:30][CH2:31][CH2:32][CH2:33][CH2:34][CH2:35][CH2:36]/[CH:37]=[CH:38]\[CH2:39]/[CH:40]=[CH:41]\[CH2:42][CH2:43][CH2:44][CH2:45][CH3:46])[OH:28])[CH2:10][CH2:11][CH2:12][CH2:13][CH2:14][CH2:15][CH2:16]/[CH:17]=[CH:18]\[CH2:19]/[CH:20]=[CH:21]\[CH2:22][CH2:23][CH2:24][CH2:25][CH3:26].N1C=CC=CC=1.[CH3:53][NH:54][CH2:55][CH2:56][CH2:57][OH:58].